Dataset: Forward reaction prediction with 1.9M reactions from USPTO patents (1976-2016). Task: Predict the product of the given reaction. (1) Given the reactants C[O:2][C:3]1[C:12]2[CH2:11][CH2:10][C:9]([CH3:14])([CH3:13])[CH2:8][C:7]=2[C:6]2[C:15]3[C:16](=[C:18]([NH:22][CH2:23][C:24]4[CH:25]=[N:26][CH:27]=[CH:28][CH:29]=4)[N:19]=[CH:20][N:21]=3)[O:17][C:5]=2[N:4]=1.[OH-].[Na+], predict the reaction product. The product is: [CH3:13][C:9]1([CH3:14])[CH2:10][CH2:11][C:12]2[C:3]([OH:2])=[N:4][C:5]3[O:17][C:16]4[C:18]([NH:22][CH2:23][C:24]5[CH:25]=[N:26][CH:27]=[CH:28][CH:29]=5)=[N:19][CH:20]=[N:21][C:15]=4[C:6]=3[C:7]=2[CH2:8]1. (2) Given the reactants B(Br)(Br)Br.C[O:6][C:7]1[CH:15]=[CH:14][CH:13]=[C:12]2[C:8]=1[C:9]([CH3:16])=[N:10][NH:11]2, predict the reaction product. The product is: [CH3:16][C:9]1[C:8]2[C:7]([OH:6])=[CH:15][CH:14]=[CH:13][C:12]=2[NH:11][N:10]=1. (3) Given the reactants [C:1]1([C:7]2[CH:8]=[CH:9][C:10]([C:13]([OH:15])=O)=[N:11][CH:12]=2)[CH:6]=[CH:5][CH:4]=[CH:3][CH:2]=1.Cl.[CH2:17]([O:19][NH2:20])[CH3:18], predict the reaction product. The product is: [CH2:17]([O:19][NH:20][C:13]([C:10]1[CH:9]=[CH:8][C:7]([C:1]2[CH:2]=[CH:3][CH:4]=[CH:5][CH:6]=2)=[CH:12][N:11]=1)=[O:15])[CH3:18]. (4) Given the reactants [CH2:1]([C:5]1[CH:14]=[N:13][C:12]2[C:7](=[CH:8][CH:9]=[CH:10][CH:11]=2)[N:6]=1)[CH:2]([CH3:4])[CH3:3], predict the reaction product. The product is: [CH2:1]([C@H:5]1[CH2:14][NH:13][C:12]2[C:7](=[CH:8][CH:9]=[CH:10][CH:11]=2)[NH:6]1)[CH:2]([CH3:4])[CH3:3]. (5) Given the reactants [NH2:1][C:2]1[C:3]2[S:15][CH:14]=[C:13]([C:16]3[CH:21]=[CH:20][C:19]([NH:22][C:23]([C:25]4[N:26]([CH3:34])[C:27]5[C:32]([CH:33]=4)=[CH:31][CH:30]=[CH:29][CH:28]=5)=[O:24])=[C:18]([O:35][CH3:36])[CH:17]=3)[C:4]=2[C:5]([N:8]=CN(C)C)=[N:6][CH:7]=1.[CH3:37][N:38]([CH3:48])[C:39]1[CH:44]=[CH:43][C:42]([N:45]=[C:46]=[O:47])=[CH:41][CH:40]=1, predict the reaction product. The product is: [NH2:8][C:5]1[C:4]2[C:13]([C:16]3[CH:21]=[CH:20][C:19]([NH:22][C:23]([C:25]4[N:26]([CH3:34])[C:27]5[C:32]([CH:33]=4)=[CH:31][CH:30]=[CH:29][CH:28]=5)=[O:24])=[C:18]([O:35][CH3:36])[CH:17]=3)=[CH:14][S:15][C:3]=2[C:2]([NH:1][C:46]([NH:45][C:42]2[CH:43]=[CH:44][C:39]([N:38]([CH3:48])[CH3:37])=[CH:40][CH:41]=2)=[O:47])=[CH:7][N:6]=1. (6) Given the reactants [CH3:1][NH:2][C:3]1[C:4]([NH2:13])=[C:5]2[C:10](=[CH:11][CH:12]=1)[N:9]=[CH:8][CH:7]=[CH:6]2.C(N(CC)CC)C.Cl[C:22](=O)[CH:23]([CH3:29])[CH2:24][C:25]([O:27][CH3:28])=[O:26], predict the reaction product. The product is: [CH3:1][N:2]1[C:3]2[C:4](=[C:5]3[C:10](=[CH:11][CH:12]=2)[N:9]=[CH:8][CH:7]=[CH:6]3)[N:13]=[C:22]1[CH:23]([CH3:29])[CH2:24][C:25]([O:27][CH3:28])=[O:26].